From a dataset of Forward reaction prediction with 1.9M reactions from USPTO patents (1976-2016). Predict the product of the given reaction. (1) Given the reactants [NH:1]([C:10]([O:12][C:13]([CH3:16])([CH3:15])[CH3:14])=[O:11])[C@@H:2]([C:7]([OH:9])=O)[CH2:3][CH2:4][CH2:5][CH3:6].[CH:17]1[CH:18]=[CH:19][C:20]2[N:25](O)[N:24]=[N:23][C:21]=2[CH:22]=1.CN(C([O:34]N1N=NC2C=CC=CC1=2)=[N+](C)C)C.F[P-](F)(F)(F)(F)F.CCN(CC)CC, predict the reaction product. The product is: [NH2:23][CH2:21][CH2:22][CH2:17][CH2:18][CH2:19][C:20]([NH:25][NH:24][C:7](=[O:9])[C@H:2]([NH:1][C:10]([O:12][C:13]([CH3:16])([CH3:15])[CH3:14])=[O:11])[CH2:3][CH2:4][CH2:5][CH3:6])=[O:34]. (2) Given the reactants CC1NC(C2C=C(C=CC=2C)C(O)=O)=C(C)N=1.[CH3:18][C:19]1[CH:28]=[C:27]([CH3:29])[C:26]([C:30]2[NH:34][C:33]([C:35]3([CH3:39])[CH2:38][O:37][CH2:36]3)=[N:32][C:31]=2[CH3:40])=[CH:25][C:20]=1[C:21]([O:23]C)=[O:22].CC1NC(C2C=C(C=CC=2C)C(OC)=O)=C(C)N=1, predict the reaction product. The product is: [CH3:18][C:19]1[CH:28]=[C:27]([CH3:29])[C:26]([C:30]2[NH:34][C:33]([C:35]3([CH3:39])[CH2:38][O:37][CH2:36]3)=[N:32][C:31]=2[CH3:40])=[CH:25][C:20]=1[C:21]([OH:23])=[O:22]. (3) Given the reactants C[C@@H](N)CC.BrC1C=C(C#N)C(N[C@H](C)CC)=CC=1C(OCC)=[O:10].[C:25]([C:27]1[C:37]([NH:38][C@H:39]([CH3:42])[CH2:40][CH3:41])=[CH:36][C:30]([C:31]([O:33]CC)=[O:32])=[C:29]([NH:43][CH2:44][CH3:45])[CH:28]=1)#[N:26], predict the reaction product. The product is: [NH2:26][C:25]([C:27]1[C:37]([NH:38][C@H:39]([CH3:42])[CH2:40][CH3:41])=[CH:36][C:30]([C:31]([OH:33])=[O:32])=[C:29]([NH:43][CH2:44][CH3:45])[CH:28]=1)=[O:10]. (4) Given the reactants [F:1][C:2]1[CH:3]=[CH:4][C:5]([O:21][C:22]2[CH:27]=[CH:26][C:25]([F:28])=[CH:24][CH:23]=2)=[C:6]([NH:8][S:9]([C:12]2[CH:20]=[CH:19][C:15]([C:16](O)=[O:17])=[CH:14][CH:13]=2)(=[O:11])=[O:10])[CH:7]=1.Cl.[CH2:30]([O:32][C:33](=[O:36])[CH2:34][NH2:35])[CH3:31], predict the reaction product. The product is: [CH2:30]([O:32][C:33](=[O:36])[CH2:34][NH:35][C:16](=[O:17])[C:15]1[CH:19]=[CH:20][C:12]([S:9](=[O:10])(=[O:11])[NH:8][C:6]2[CH:7]=[C:2]([F:1])[CH:3]=[CH:4][C:5]=2[O:21][C:22]2[CH:27]=[CH:26][C:25]([F:28])=[CH:24][CH:23]=2)=[CH:13][CH:14]=1)[CH3:31].